From a dataset of Catalyst prediction with 721,799 reactions and 888 catalyst types from USPTO. Predict which catalyst facilitates the given reaction. (1) Reactant: [F:1][C:2]1[CH:7]=[CH:6][CH:5]=[C:4]([CH2:8][OH:9])[C:3]=1[N:10]1[CH:14]=[C:13]([C:15]([O:17][CH2:18][CH3:19])=[O:16])[C:12]([CH3:20])=[N:11]1.[H-].[Na+].[CH3:23]I. Product: [F:1][C:2]1[CH:7]=[CH:6][CH:5]=[C:4]([CH2:8][O:9][CH3:23])[C:3]=1[N:10]1[CH:14]=[C:13]([C:15]([O:17][CH2:18][CH3:19])=[O:16])[C:12]([CH3:20])=[N:11]1. The catalyst class is: 7. (2) Reactant: [S:1]1[C:5]2[CH:6]=[C:7]([NH:10][C:11]3[N:16]=[CH:15][C:14]([C:17](=[S:19])[NH2:18])=[C:13]([NH:20][CH:21]([CH3:23])[CH3:22])[CH:12]=3)[CH:8]=[CH:9][C:4]=2[N:3]=[CH:2]1.[CH3:24][CH2:25][O:26][C:27]([C:29]([CH2:31]Br)=O)=[O:28]. Product: [S:1]1[C:5]2[CH:6]=[C:7]([NH:10][C:11]3[N:16]=[CH:15][C:14]([C:17]4[S:19][CH:31]=[C:29]([C:27]([O:26][CH2:25][CH3:24])=[O:28])[N:18]=4)=[C:13]([NH:20][CH:21]([CH3:23])[CH3:22])[CH:12]=3)[CH:8]=[CH:9][C:4]=2[N:3]=[CH:2]1. The catalyst class is: 3.